Dataset: Reaction yield outcomes from USPTO patents with 853,638 reactions. Task: Predict the reaction yield, written as a fraction of the theoretical maximum amount of product (1.0 means a 100% yield; for example, 0.34 means a 34% yield). (1) The reactants are Cl[C:2]1[N:7]=[C:6]2[N:8]([CH:11]3[CH2:16][CH2:15][CH2:14][CH2:13][O:12]3)[N:9]=[CH:10][C:5]2=[C:4]([O:17][C:18]2[CH:23]=[CH:22][CH:21]=[C:20]([N+:24]([O-:26])=[O:25])[CH:19]=2)[N:3]=1.[CH3:27][O:28][C:29]1[CH:34]=[C:33]([N:35]2[CH2:40][CH2:39][N:38]([CH3:41])[CH2:37][CH2:36]2)[CH:32]=[CH:31][C:30]=1[NH:42]C1N=C(OC2C=CC=C([N+]([O-])=O)C=2)C2C(=CC=CC=2)N=1.CC(C1C=C(C(C)C)C(C2C=CC=CC=2P(C2CCCCC2)C2CCCCC2)=C(C(C)C)C=1)C.C([O-])([O-])=O.[Cs+].[Cs+]. The catalyst is O1CCCC1.CC([O-])=O.CC([O-])=O.[Pd+2]. The product is [CH3:27][O:28][C:29]1[CH:34]=[C:33]([N:35]2[CH2:36][CH2:37][N:38]([CH3:41])[CH2:39][CH2:40]2)[CH:32]=[CH:31][C:30]=1[NH:42][C:2]1[N:7]=[C:6]2[N:8]([CH:11]3[CH2:16][CH2:15][CH2:14][CH2:13][O:12]3)[N:9]=[CH:10][C:5]2=[C:4]([O:17][C:18]2[CH:23]=[CH:22][CH:21]=[C:20]([N+:24]([O-:26])=[O:25])[CH:19]=2)[N:3]=1. The yield is 0.220. (2) The reactants are C(O[C:4](=[O:11])[CH2:5][N:6]1[CH:10]=[CH:9][N:8]=[N:7]1)C.O.[NH2:13][NH2:14]. The catalyst is C(O)C. The product is [N:6]1([CH2:5][C:4]([NH:13][NH2:14])=[O:11])[CH:10]=[CH:9][N:8]=[N:7]1. The yield is 0.730. (3) The reactants are [CH3:1][O:2][P:3]([CH2:7][OH:8])(=[O:6])[O:4][CH3:5].N1C=CC=CC=1.[F:15][C:16]([F:29])([F:28])[S:17](O[S:17]([C:16]([F:29])([F:28])[F:15])(=[O:19])=[O:18])(=[O:19])=[O:18]. The catalyst is ClCCl. The yield is 0.530. The product is [CH3:1][O:2][P:3]([CH2:7][O:8][S:17]([C:16]([F:29])([F:28])[F:15])(=[O:19])=[O:18])([O:4][CH3:5])=[O:6]. (4) The reactants are [N:1]1([C:10]([O:12][C:13]([CH3:16])([CH3:15])[CH3:14])=[O:11])[C:5]2=[CH:6][N:7]=[CH:8][CH:9]=[C:4]2[CH:3]=[CH:2]1.CCO. The catalyst is O=[Pt]=O.CC(O)=O. The product is [N:1]1([C:10]([O:12][C:13]([CH3:16])([CH3:15])[CH3:14])=[O:11])[CH:5]2[CH2:6][NH:7][CH2:8][CH2:9][CH:4]2[CH2:3][CH2:2]1. The yield is 0.955. (5) The reactants are [CH:1]1([C@@H:7]([NH:9][C:10]([C:12]2[C:21]3[C:16](=[CH:17][CH:18]=[CH:19][CH:20]=3)[N:15]=[C:14]([C:22]3[CH:27]=[CH:26][CH:25]=[CH:24][CH:23]=3)[C:13]=2[CH2:28]Br)=[O:11])[CH3:8])[CH2:6][CH2:5][CH2:4][CH2:3][CH2:2]1.[NH:30]1[CH2:35][CH2:34][NH:33][CH2:32][C:31]1=[O:36].C(N(C(C)C)C(C)C)C. The catalyst is C1COCC1. The product is [CH:1]1([C@@H:7]([NH:9][C:10]([C:12]2[C:21]3[C:16](=[CH:17][CH:18]=[CH:19][CH:20]=3)[N:15]=[C:14]([C:22]3[CH:27]=[CH:26][CH:25]=[CH:24][CH:23]=3)[C:13]=2[CH2:28][N:33]2[CH2:34][CH2:35][NH:30][C:31](=[O:36])[CH2:32]2)=[O:11])[CH3:8])[CH2:6][CH2:5][CH2:4][CH2:3][CH2:2]1. The yield is 0.600. (6) The product is [CH3:32][S:33]([O:1][CH2:2][C@@H:3]([NH:14][C:15]([O:17][CH2:18][C:19]1[CH:20]=[CH:21][CH:22]=[CH:23][CH:24]=1)=[O:16])[CH2:4][N:5]1[CH2:13][CH2:12][CH2:11][C@H:6]1[C:7]([O:9][CH3:10])=[O:8])(=[O:35])=[O:34]. The yield is 1.00. The reactants are [OH:1][CH2:2][C@@H:3]([NH:14][C:15]([O:17][CH2:18][C:19]1[CH:24]=[CH:23][CH:22]=[CH:21][CH:20]=1)=[O:16])[CH2:4][N:5]1[CH2:13][CH2:12][CH2:11][C@H:6]1[C:7]([O:9][CH3:10])=[O:8].C(N(CC)CC)C.[CH3:32][S:33](Cl)(=[O:35])=[O:34]. The catalyst is ClCCl.CN(C)C1C=CN=CC=1.